This data is from CYP2C19 inhibition data for predicting drug metabolism from PubChem BioAssay. The task is: Regression/Classification. Given a drug SMILES string, predict its absorption, distribution, metabolism, or excretion properties. Task type varies by dataset: regression for continuous measurements (e.g., permeability, clearance, half-life) or binary classification for categorical outcomes (e.g., BBB penetration, CYP inhibition). Dataset: cyp2c19_veith. (1) The compound is CN1CCN(CCCN2c3ccccc3Sc3ccc(Cl)cc32)CC1. The result is 1 (inhibitor). (2) The compound is CC(C)(C)c1nc(SCC(=O)Nc2ccc3c(c2)OCCO3)c2ccccc2n1. The result is 1 (inhibitor). (3) The molecule is CC(=O)N1CCN(S(=O)(=O)c2ccccc2)C1c1ccccc1. The result is 1 (inhibitor).